This data is from Catalyst prediction with 721,799 reactions and 888 catalyst types from USPTO. The task is: Predict which catalyst facilitates the given reaction. (1) Reactant: [Cl:1][C:2]1[CH:15]=[C:14]([N+:16]([O-])=O)[CH:13]=[CH:12][C:3]=1[O:4][CH2:5][C:6]1[CH:11]=[CH:10][CH:9]=[CH:8][N:7]=1. Product: [Cl:1][C:2]1[CH:15]=[C:14]([NH2:16])[CH:13]=[CH:12][C:3]=1[O:4][CH2:5][C:6]1[CH:11]=[CH:10][CH:9]=[CH:8][N:7]=1. The catalyst class is: 465. (2) Reactant: S([O-])([O-])(=O)=O.[Na+:6].[Na+].[Si:8]([O-])([O-:11])([O-:10])[O-:9].[Na+].[Na+].[Na+].[Na+].[O-]S([O-])(=O)=O.[O-]S([O-])(=O)=O.[Al+3:27].[K+]. Product: [O-:10][Si:8]([O-:11])=[O:9].[O-:10][Si:8]([O-:11])=[O:9].[Na+:6].[Al+3:27]. The catalyst class is: 6. (3) Reactant: [O:1]1[CH:5]=[CH:4][C:3]([CH:6]2[C:15](=O)[C:14]3[C:13]([C:17]([O:19]CC)=O)=[CH:12][CH:11]=[CH:10][C:9]=3[NH:8][CH:7]2[C:22]2[CH:27]=[CH:26][CH:25]=[CH:24][CH:23]=2)=[CH:2]1.O.[NH2:29][NH2:30]. Product: [O:1]1[CH:5]=[CH:4][C:3]([CH:6]2[C:15]3=[N:29][NH:30][C:17](=[O:19])[C:13]4[CH:12]=[CH:11][CH:10]=[C:9]([C:14]=43)[NH:8][CH:7]2[C:22]2[CH:23]=[CH:24][CH:25]=[CH:26][CH:27]=2)=[CH:2]1. The catalyst class is: 5. (4) Reactant: C(N(S(F)(F)[F:7])CC)C.[CH3:10][O:11][C:12]([C:14]1[S:15][C:16]([Br:36])=[CH:17][C:18]=1[N:19]([C@H:29]1[CH2:34][CH2:33][C@H:32](O)[CH2:31][CH2:30]1)[C:20]([C@H:22]1[CH2:27][CH2:26][C@H:25]([CH3:28])[CH2:24][CH2:23]1)=[O:21])=[O:13].C([O-])(O)=O.[Na+]. Product: [CH3:10][O:11][C:12]([C:14]1[S:15][C:16]([Br:36])=[CH:17][C:18]=1[N:19]([C@H:29]1[CH2:34][CH2:33][C@@H:32]([F:7])[CH2:31][CH2:30]1)[C:20]([C@H:22]1[CH2:27][CH2:26][C@H:25]([CH3:28])[CH2:24][CH2:23]1)=[O:21])=[O:13].[CH3:10][O:11][C:12]([C:14]1[S:15][C:16]([Br:36])=[CH:17][C:18]=1[N:19]([C@H:29]1[CH2:34][CH2:33][C@H:32]([F:7])[CH2:31][CH2:30]1)[C:20]([C@H:22]1[CH2:27][CH2:26][C@H:25]([CH3:28])[CH2:24][CH2:23]1)=[O:21])=[O:13]. The catalyst class is: 2. (5) Reactant: [OH:1][CH2:2][C:3]1([C:15]([O:17][CH3:18])=[O:16])[CH2:7][CH2:6][CH2:5][N:4]1[C:8]([O:10][C:11]([CH3:14])([CH3:13])[CH3:12])=[O:9].CC(OI1(OC(C)=O)(OC(C)=O)OC(=O)C2C=CC=CC1=2)=O. Product: [CH:2]([C:3]1([C:15]([O:17][CH3:18])=[O:16])[CH2:7][CH2:6][CH2:5][N:4]1[C:8]([O:10][C:11]([CH3:13])([CH3:14])[CH3:12])=[O:9])=[O:1]. The catalyst class is: 2. (6) Reactant: [C:1]1(=[O:14])[C:9]2[C:8]3[CH:10]=[CH:11][CH2:12][O:13][C:7]=3[CH:6]=[CH:5][C:4]=2[CH2:3][NH:2]1.[H-].[Na+].[CH3:17][S:18](Cl)(=[O:20])=[O:19]. Product: [CH3:17][S:18]([N:2]1[C:1](=[O:14])[C:9]2[C:8]3[CH:10]=[CH:11][CH2:12][O:13][C:7]=3[CH:6]=[CH:5][C:4]=2[CH2:3]1)(=[O:20])=[O:19]. The catalyst class is: 1. (7) Reactant: [NH2:1][C:2]1[C:11]2[C:6](=[CH:7][CH:8]=[CH:9][CH:10]=2)[CH:5]=[CH:4][C:3]=1[C:12]([C:14]1[CH:15]=[C:16]([CH:19]=[CH:20][CH:21]=1)[C:17]#[N:18])=O.[NH2:22][C:23](N)=[O:24]. Product: [C:17]([C:16]1[CH:15]=[C:14]([C:12]2[C:3]3[C:2](=[C:11]4[CH:10]=[CH:9][CH:8]=[CH:7][C:6]4=[CH:5][CH:4]=3)[NH:1][C:23](=[O:24])[N:22]=2)[CH:21]=[CH:20][CH:19]=1)#[N:18]. The catalyst class is: 15. (8) Reactant: [CH3:1][C:2]([CH3:36])([CH3:35])[CH2:3][C:4]1[N:9]=[C:8]([CH2:10][O:11][C:12]2[CH:13]=[C:14]([CH2:19][CH2:20][C:21]([O:23]CC)=[O:22])[CH:15]=[C:16]([CH3:18])[CH:17]=2)[CH:7]=[CH:6][C:5]=1[C:26]1[CH:31]=[C:30]([O:32][CH3:33])[CH:29]=[CH:28][C:27]=1[F:34].[OH-].[Na+]. Product: [CH3:1][C:2]([CH3:36])([CH3:35])[CH2:3][C:4]1[N:9]=[C:8]([CH2:10][O:11][C:12]2[CH:13]=[C:14]([CH2:19][CH2:20][C:21]([OH:23])=[O:22])[CH:15]=[C:16]([CH3:18])[CH:17]=2)[CH:7]=[CH:6][C:5]=1[C:26]1[CH:31]=[C:30]([O:32][CH3:33])[CH:29]=[CH:28][C:27]=1[F:34]. The catalyst class is: 92.